The task is: Regression. Given a peptide amino acid sequence and an MHC pseudo amino acid sequence, predict their binding affinity value. This is MHC class II binding data.. This data is from Peptide-MHC class II binding affinity with 134,281 pairs from IEDB. (1) The MHC is HLA-DQA10501-DQB10301 with pseudo-sequence HLA-DQA10501-DQB10301. The binding affinity (normalized) is 0.644. The peptide sequence is AAATAGTTVSGAFAA. (2) The peptide sequence is HGSEPCIIHRGKPFQLEAV. The MHC is HLA-DPA10201-DPB10101 with pseudo-sequence HLA-DPA10201-DPB10101. The binding affinity (normalized) is 0.547. (3) The peptide sequence is LAAAAAWDALAAELY. The MHC is DRB1_0701 with pseudo-sequence DRB1_0701. The binding affinity (normalized) is 0.410. (4) The peptide sequence is AGRFEVHAQTVEDEA. The MHC is HLA-DQA10102-DQB10602 with pseudo-sequence HLA-DQA10102-DQB10602. The binding affinity (normalized) is 0.264. (5) The peptide sequence is CVYNMMGKREKKLSE. The MHC is HLA-DQA10201-DQB10301 with pseudo-sequence HLA-DQA10201-DQB10301. The binding affinity (normalized) is 0.